This data is from Reaction yield outcomes from USPTO patents with 853,638 reactions. The task is: Predict the reaction yield, written as a fraction of the theoretical maximum amount of product (1.0 means a 100% yield; for example, 0.34 means a 34% yield). (1) The reactants are [F:1][C:2]1[CH:3]=[C:4]([C@H:9]2[CH2:13][CH2:12][CH2:11][N:10]2[C:14]2[CH:19]=[CH:18][N:17]3[N:20]=[CH:21][C:22]([C:23]([O:25][CH2:26][CH3:27])=[O:24])=[C:16]3[N:15]=2)[C:5](=[O:8])[NH:6][CH:7]=1.[H-].[Li+].Br[CH2:31][CH2:32][CH2:33][N:34]1[C:42](=[O:43])[C:41]2[C:36](=[CH:37][CH:38]=[CH:39][CH:40]=2)[C:35]1=[O:44]. The catalyst is CN(C=O)C. The product is [O:44]=[C:35]1[C:36]2[C:41](=[CH:40][CH:39]=[CH:38][CH:37]=2)[C:42](=[O:43])[N:34]1[CH2:33][CH2:32][CH2:31][N:6]1[CH:7]=[C:2]([F:1])[CH:3]=[C:4]([C@H:9]2[CH2:13][CH2:12][CH2:11][N:10]2[C:14]2[CH:19]=[CH:18][N:17]3[N:20]=[CH:21][C:22]([C:23]([O:25][CH2:26][CH3:27])=[O:24])=[C:16]3[N:15]=2)[C:5]1=[O:8]. The yield is 0.660. (2) The reactants are [CH3:1][O:2][C:3]([NH:5][C@H:6]([C:10]([N:12]1[C@@H:16]([CH3:17])[CH2:15][CH2:14][C@H:13]1[C:18]1[NH:22][C:21]2[C:23]3[C:28]([CH2:29][CH2:30][C:20]=2[N:19]=1)=[CH:27][C:26]1[C:31]2[C:36]([CH2:37][O:38][C:25]=1[CH:24]=3)=[CH:35][C:34]([C:39]1[NH:43][C:42]([C@@H:44]3[CH2:48][C@H:47]([CH2:49][O:50][CH3:51])[CH2:46][N:45]3[C:52]([O:54][C:55]([CH3:58])([CH3:57])[CH3:56])=[O:53])=[N:41][CH:40]=1)=[CH:33][CH:32]=2)=[O:11])[CH:7]([CH3:9])[CH3:8])=[O:4].CO. The catalyst is C(Cl)Cl.O=[Mn]=O. The product is [CH3:1][O:2][C:3]([NH:5][C@H:6]([C:10]([N:12]1[C@@H:16]([CH3:17])[CH2:15][CH2:14][C@H:13]1[C:18]1[NH:22][C:21]2[C:23]3[C:28]([CH:29]=[CH:30][C:20]=2[N:19]=1)=[CH:27][C:26]1[C:31]2[C:36]([CH2:37][O:38][C:25]=1[CH:24]=3)=[CH:35][C:34]([C:39]1[NH:43][C:42]([C@@H:44]3[CH2:48][C@H:47]([CH2:49][O:50][CH3:51])[CH2:46][N:45]3[C:52]([O:54][C:55]([CH3:58])([CH3:57])[CH3:56])=[O:53])=[N:41][CH:40]=1)=[CH:33][CH:32]=2)=[O:11])[CH:7]([CH3:9])[CH3:8])=[O:4]. The yield is 0.580. (3) The reactants are [CH3:1][C:2]1([CH3:30])[CH2:10][C:9]2[N:8]([C:11]3[CH:18]=[CH:17][C:14]([C:15]#[N:16])=[C:13]([NH:19][CH:20]4[CH2:25][CH2:24][O:23][CH2:22][CH2:21]4)[CH:12]=3)[N:7]=[C:6]([CH:26]([F:28])[F:27])[C:5]=2[C:4](=[O:29])[CH2:3]1.C([OH:33])C.CS(C)=O.[OH-].[Na+].OO. The catalyst is O. The product is [CH3:1][C:2]1([CH3:30])[CH2:10][C:9]2[N:8]([C:11]3[CH:18]=[CH:17][C:14]([C:15]([NH2:16])=[O:33])=[C:13]([NH:19][CH:20]4[CH2:21][CH2:22][O:23][CH2:24][CH2:25]4)[CH:12]=3)[N:7]=[C:6]([CH:26]([F:27])[F:28])[C:5]=2[C:4](=[O:29])[CH2:3]1. The yield is 0.930. (4) The reactants are Cl[C:2]1[N:7]=[C:6]([NH:8]C2C=CC3OC(=O)NC=3C=2)[C:5]([CH3:19])=[CH:4][N:3]=1.Cl.CS(C1C=C([NH2:31])C=CC=1)(=O)=O.C(O)(C(F)(F)F)=O. The catalyst is CC(O)C. The product is [CH3:19][C:5]1[C:6]([NH2:8])=[N:7][C:2]([NH2:31])=[N:3][CH:4]=1. The yield is 0.490. (5) The reactants are [S:1]1[C:8]2[CH:7]=[C:6]([C:9]([OH:11])=[O:10])[NH:5][C:4]=2[CH:3]=[CH:2]1.[Br:12]N1C(=O)CCC1=O.ClC1C2SC=CC=2NC=1C(O)=O. No catalyst specified. The product is [Br:12][C:7]1[C:8]2[S:1][CH:2]=[CH:3][C:4]=2[NH:5][C:6]=1[C:9]([OH:11])=[O:10]. The yield is 0.105. (6) The reactants are [CH:1]1([CH2:4][O:5][NH:6][C:7]([C:9]2[C:22]([NH:23][C:24]3[CH:29]=[CH:28][C:27]([Br:30])=[CH:26][C:25]=3[Cl:31])=[C:21]([F:32])[C:12]3[N:13]=[CH:14][N:15]([CH2:16][CH2:17][CH2:18][CH2:19]Cl)[C:11]=3[CH:10]=2)=[O:8])[CH2:3][CH2:2]1.[I-].[Na+].[CH3:35][N:36]1[CH2:41][CH2:40][NH:39][CH2:38][CH2:37]1. The catalyst is C(OCC)(=O)C. The product is [CH:1]1([CH2:4][O:5][NH:6][C:7]([C:9]2[C:22]([NH:23][C:24]3[CH:29]=[CH:28][C:27]([Br:30])=[CH:26][C:25]=3[Cl:31])=[C:21]([F:32])[C:12]3[N:13]=[CH:14][N:15]([CH2:16][CH2:17][CH2:18][CH2:19][N:39]4[CH2:40][CH2:41][N:36]([CH3:35])[CH2:37][CH2:38]4)[C:11]=3[CH:10]=2)=[O:8])[CH2:2][CH2:3]1. The yield is 0.720. (7) The reactants are C1(P(C2C=CC=CC=2)C2C=CC=CC=2)C=CC=CC=1.[Br:20]N1C(=O)CCC1=O.[CH:28]1[C:37]2[C:32](=[CH:33][CH:34]=[CH:35][CH:36]=2)[CH:31]=[CH:30][C:29]=1[CH2:38][CH2:39]O.N1C=CN=C1. The catalyst is ClCCl. The product is [Br:20][CH2:39][CH2:38][C:29]1[CH:30]=[CH:31][C:32]2[C:37](=[CH:36][CH:35]=[CH:34][CH:33]=2)[CH:28]=1. The yield is 0.860. (8) The reactants are [CH3:1][O:2][C:3](=[O:39])[CH:4]([N:16]1[CH2:21][CH2:20][N:19](S(C2C=CC=CC=2[N+]([O-])=O)(=O)=O)[CH:18]([CH2:34][CH:35]2[CH2:37][CH2:36]2)[C:17]1=[O:38])[CH2:5][C:6]1[CH:15]=[CH:14][C:13]2[C:8](=[CH:9][CH:10]=[CH:11][CH:12]=2)[CH:7]=1.SC1C=CC(O)=CC=1.C(=O)([O-])[O-].[K+].[K+]. The catalyst is CC#N. The product is [CH3:1][O:2][C:3](=[O:39])[CH:4]([N:16]1[CH2:21][CH2:20][NH:19][CH:18]([CH2:34][CH:35]2[CH2:37][CH2:36]2)[C:17]1=[O:38])[CH2:5][C:6]1[CH:15]=[CH:14][C:13]2[C:8](=[CH:9][CH:10]=[CH:11][CH:12]=2)[CH:7]=1. The yield is 0.890. (9) The reactants are O[Li:2].O.[NH2:4][C:5]1[N:14]=[CH:13][C:12]([Cl:15])=[CH:11][C:6]=1[C:7]([O:9]C)=[O:8]. The catalyst is O.CO. The product is [NH2:4][C:5]1[N:14]=[CH:13][C:12]([Cl:15])=[CH:11][C:6]=1[C:7]([O-:9])=[O:8].[Li+:2]. The yield is 0.950.